This data is from Forward reaction prediction with 1.9M reactions from USPTO patents (1976-2016). The task is: Predict the product of the given reaction. (1) Given the reactants Br[CH:2]([C:16](=[O:18])[CH3:17])[C:3]([NH:5][C:6]1[CH:11]=[CH:10][C:9]([C:12]([F:15])([F:14])[F:13])=[CH:8][CH:7]=1)=[O:4].[C-:19]#[N:20].[Na+].Cl, predict the reaction product. The product is: [CH3:17]/[C:16](/[OH:18])=[C:2](/[C:3]([NH:5][C:6]1[CH:11]=[CH:10][C:9]([C:12]([F:15])([F:14])[F:13])=[CH:8][CH:7]=1)=[O:4])\[C:19]#[N:20]. (2) Given the reactants [F:1][C:2]1[CH:10]=[C:9]([F:11])[CH:8]=[C:7]2[C:3]=1[CH:4]=[C:5]([C:12]([OH:14])=O)[NH:6]2.[CH3:15][C:16]1([CH3:23])[CH2:21][CH2:20][CH:19]([NH2:22])[CH2:18][CH2:17]1.Cl.CN(C(ON1N=NC2C=CC=NC1=2)=[N+](C)C)C.F[P-](F)(F)(F)(F)F.CCN(C(C)C)C(C)C, predict the reaction product. The product is: [CH3:15][C:16]1([CH3:23])[CH2:21][CH2:20][CH:19]([NH:22][C:12]([C:5]2[NH:6][C:7]3[C:3]([CH:4]=2)=[C:2]([F:1])[CH:10]=[C:9]([F:11])[CH:8]=3)=[O:14])[CH2:18][CH2:17]1.